This data is from Full USPTO retrosynthesis dataset with 1.9M reactions from patents (1976-2016). The task is: Predict the reactants needed to synthesize the given product. (1) Given the product [C:24]([OH:26])(=[O:25])/[CH:20]=[CH:37]/[C:36]([OH:39])=[O:38].[F:35][C:12]1[C:11]([CH2:10][NH:8][CH3:6])=[CH:15][N:14]([S:16]([C:19]2[CH:23]=[CH:22][S:21][C:20]=2[C:24]([O:26][CH3:27])=[O:25])(=[O:18])=[O:17])[C:13]=1[C:28]1[C:29]([F:34])=[N:30][CH:31]=[CH:32][CH:33]=1, predict the reactants needed to synthesize it. The reactants are: C(O[C:6]([N:8]([CH2:10][C:11]1[C:12]([F:35])=[C:13]([C:28]2[C:29]([F:34])=[N:30][CH:31]=[CH:32][CH:33]=2)[N:14]([S:16]([C:19]2[CH:23]=[CH:22][S:21][C:20]=2[C:24]([O:26][CH3:27])=[O:25])(=[O:18])=[O:17])[CH:15]=1)C)=O)(C)(C)C.[C:36]([O:39]CC)(=[O:38])[CH3:37].Cl. (2) Given the product [F:1][C:2]1[CH:3]=[CH:4][C:5]([O:15][CH2:16][C:17]2[CH:22]=[CH:21][C:20]([F:23])=[CH:19][C:18]=2[F:24])=[C:6]([C:8]2[N:25]([C:26]3[CH:34]=[C:30]([C:29]([CH3:35])=[CH:28][CH:27]=3)[C:31]([OH:33])=[O:32])[C:11]([CH3:12])=[CH:10][CH:9]=2)[CH:7]=1, predict the reactants needed to synthesize it. The reactants are: [F:1][C:2]1[CH:3]=[CH:4][C:5]([O:15][CH2:16][C:17]2[CH:22]=[CH:21][C:20]([F:23])=[CH:19][C:18]=2[F:24])=[C:6]([C:8](=O)[CH2:9][CH2:10][C:11](=O)[CH3:12])[CH:7]=1.[NH2:25][C:26]1[CH:27]=[CH:28][C:29]([CH3:35])=[C:30]([CH:34]=1)[C:31]([OH:33])=[O:32].CC1C=CC(S(O)(=O)=O)=CC=1.Cl. (3) Given the product [CH3:8][C@H:9]1[N:13]([S:41]([C:35]2[CH:40]=[CH:39][CH:38]=[CH:37][CH:36]=2)(=[O:43])=[O:42])[CH2:12][C@@H:11]([CH2:14][N:15]2[C:23]3[C:18](=[CH:19][C:20]([C:24]4[CH:25]=[N:26][N:27]([CH:29]5[CH2:34][CH2:33][CH2:32][CH2:31][O:30]5)[CH:28]=4)=[CH:21][CH:22]=3)[CH:17]=[CH:16]2)[CH2:10]1, predict the reactants needed to synthesize it. The reactants are: C(N(CC)CC)C.[CH3:8][C@H:9]1[NH:13][CH2:12][C@@H:11]([CH2:14][N:15]2[C:23]3[C:18](=[CH:19][C:20]([C:24]4[CH:25]=[N:26][N:27]([CH:29]5[CH2:34][CH2:33][CH2:32][CH2:31][O:30]5)[CH:28]=4)=[CH:21][CH:22]=3)[CH:17]=[CH:16]2)[CH2:10]1.[C:35]1([S:41](Cl)(=[O:43])=[O:42])[CH:40]=[CH:39][CH:38]=[CH:37][CH:36]=1.C(=O)(O)[O-].[Na+]. (4) The reactants are: C([O:8][C:9](=[O:38])[C@@H:10]([NH:20][C:21]([C:23]1([NH:26][C:27]([CH:29]2[CH2:37][C:36]3[C:31](=[CH:32][CH:33]=[CH:34][CH:35]=3)[CH2:30]2)=[O:28])[CH2:25][CH2:24]1)=[O:22])[CH2:11][C:12]1[CH:17]=[CH:16][C:15]([O:18][CH3:19])=[CH:14][CH:13]=1)C1C=CC=CC=1. Given the product [CH2:30]1[C:31]2[C:36](=[CH:35][CH:34]=[CH:33][CH:32]=2)[CH2:37][CH:29]1[C:27]([NH:26][C:23]1([C:21]([NH:20][C@@H:10]([CH2:11][C:12]2[CH:17]=[CH:16][C:15]([O:18][CH3:19])=[CH:14][CH:13]=2)[C:9]([OH:38])=[O:8])=[O:22])[CH2:25][CH2:24]1)=[O:28], predict the reactants needed to synthesize it. (5) Given the product [Cl:21][C:22]1[CH:27]=[CH:26][C:25]([C:2]2[C:11]3[C:6](=[CH:7][CH:8]=[C:9]([OH:12])[CH:10]=3)[N:5]=[C:4]([C:13]3[CH:18]=[CH:17][C:16]([OH:19])=[C:15]([F:20])[CH:14]=3)[CH:3]=2)=[CH:24][CH:23]=1, predict the reactants needed to synthesize it. The reactants are: Br[C:2]1[C:11]2[C:6](=[CH:7][CH:8]=[C:9]([OH:12])[CH:10]=2)[N:5]=[C:4]([C:13]2[CH:18]=[CH:17][C:16]([OH:19])=[C:15]([F:20])[CH:14]=2)[CH:3]=1.[Cl:21][C:22]1[CH:27]=[CH:26][C:25](B(O)O)=[CH:24][CH:23]=1. (6) Given the product [CH3:1][Si:2]([CH3:9])([CH3:8])[N-:3][Si:4]([CH3:7])([CH3:6])[CH3:5].[Li+:10], predict the reactants needed to synthesize it. The reactants are: [CH3:1][Si:2]([CH3:9])([CH3:8])[NH:3][Si:4]([CH3:7])([CH3:6])[CH3:5].[Li:10]CCCC. (7) Given the product [CH2:1]([O:7][C:8]1[CH:14]=[CH:13][C:11]([NH:12][C:17](=[O:16])[CH2:18][C:19](=[O:24])[C:20]([CH3:23])([CH3:22])[CH3:21])=[CH:10][CH:9]=1)[CH2:2][CH2:3][CH2:4][CH2:5][CH3:6], predict the reactants needed to synthesize it. The reactants are: [CH2:1]([O:7][C:8]1[CH:14]=[CH:13][C:11]([NH2:12])=[CH:10][CH:9]=1)[CH2:2][CH2:3][CH2:4][CH2:5][CH3:6].C[O:16][C:17](=O)[CH2:18][C:19](=[O:24])[C:20]([CH3:23])([CH3:22])[CH3:21].